This data is from Forward reaction prediction with 1.9M reactions from USPTO patents (1976-2016). The task is: Predict the product of the given reaction. (1) Given the reactants C(OC(N1C[C@@H](N=[N+]=[N-])[C@H](F)[C@H]1C(=O)N[CH2:19][C:20]1[CH:25]=[CH:24][CH:23]=[CH:22][CH:21]=1)=O)(C)(C)C.[C:27]([O:31][C:32]([N:34]1[CH2:38][C@H:37]([F:39])[C@@H:36]([N:40]=[N+]=[N-])[C@H:35]1[C:43](=[O:52])NCC1C=CC=CC=1)=[O:33])([CH3:30])([CH3:29])[CH3:28].CP(C)C.[OH2:57], predict the reaction product. The product is: [C:27]([O:31][C:32]([N:34]1[CH2:38][C@H:37]([F:39])[C@@H:36]([NH2:40])[C@H:35]1[C:43]([O:52][CH2:19][C:20]1[CH:25]=[CH:24][CH:23]=[CH:22][CH:21]=1)=[O:57])=[O:33])([CH3:28])([CH3:29])[CH3:30]. (2) Given the reactants [Si]([O:8][C@H:9]1[CH2:14][CH2:13][C@H:12]([N:15]2[C:20](=[O:21])[C:19]([CH2:22][C:23]3[CH:28]=[CH:27][C:26]([C:29]4[C:30]([C:35]#[N:36])=[CH:31][CH:32]=[CH:33][CH:34]=4)=[CH:25][CH:24]=3)=[C:18]([CH2:37][CH2:38][CH3:39])[N:17]3[N:40]=[CH:41][C:42]([F:43])=[C:16]23)[CH2:11][CH2:10]1)(C(C)(C)C)(C)C.[F-].C([N+](CCCC)(CCCC)CCCC)CCC.[C:62]([O:65][CH2:66][CH3:67])(=[O:64])[CH3:63].[Cl-].[NH4+], predict the reaction product. The product is: [CH2:66]([O:65][C:62](=[O:64])[CH2:63][O:8][C@H:9]1[CH2:10][CH2:11][C@H:12]([N:15]2[C:20](=[O:21])[C:19]([CH2:22][C:23]3[CH:28]=[CH:27][C:26]([C:29]4[CH:34]=[CH:33][CH:32]=[CH:31][C:30]=4[C:35]#[N:36])=[CH:25][CH:24]=3)=[C:18]([CH2:37][CH2:38][CH3:39])[N:17]3[N:40]=[CH:41][C:42]([F:43])=[C:16]23)[CH2:13][CH2:14]1)[CH3:67]. (3) Given the reactants [F:1][C:2]1[CH:7]=[C:6]([OH:8])[CH:5]=[C:4]([F:9])[C:3]=1[C:10]1[N:15]=[C:14]([C:16]([O:18][CH3:19])=[O:17])[CH:13]=[CH:12][CH:11]=1.C([O-])([O-])=O.[K+].[K+].I[CH:27]([CH3:29])[CH3:28], predict the reaction product. The product is: [F:1][C:2]1[CH:7]=[C:6]([O:8][CH:27]([CH3:29])[CH3:28])[CH:5]=[C:4]([F:9])[C:3]=1[C:10]1[N:15]=[C:14]([C:16]([O:18][CH3:19])=[O:17])[CH:13]=[CH:12][CH:11]=1. (4) Given the reactants [Cl:1][C:2]1[CH:3]=[C:4]([CH:9]=[CH:10][C:11]=1[O:12][CH:13]([CH2:16][F:17])[CH2:14][F:15])[C:5]([O:7]C)=[O:6].[Li+].[OH-].Cl, predict the reaction product. The product is: [Cl:1][C:2]1[CH:3]=[C:4]([CH:9]=[CH:10][C:11]=1[O:12][CH:13]([CH2:14][F:15])[CH2:16][F:17])[C:5]([OH:7])=[O:6]. (5) Given the reactants [I:1][C:2]1[C:7]([C:8](=O)[CH3:9])=[C:6]([I:11])[CH:5]=[C:4]([I:12])[C:3]=1[C:13]1[CH:18]=[CH:17][C:16]([C:19]([OH:21])=[O:20])=[C:15]([N+:22]([O-:24])=[O:23])[CH:14]=1.Cl, predict the reaction product. The product is: [I:1][C:2]1[C:7]([CH2:8][CH3:9])=[C:6]([I:11])[CH:5]=[C:4]([I:12])[C:3]=1[C:13]1[CH:18]=[CH:17][C:16]([C:19]([OH:21])=[O:20])=[C:15]([N+:22]([O-:24])=[O:23])[CH:14]=1.